Predict the reactants needed to synthesize the given product. From a dataset of Full USPTO retrosynthesis dataset with 1.9M reactions from patents (1976-2016). (1) The reactants are: Br[C:2]1[CH:3]=[C:4]([OH:21])[C:5]([C:12]([NH:14][CH2:15][C:16]([O:18]CC)=[O:17])=[O:13])=[C:6]2[C:11]=1[N:10]=[CH:9][CH:8]=[N:7]2.[F:22][C:23]1[CH:24]=[C:25](B(O)O)[CH:26]=[CH:27][C:28]=1[F:29].C(=O)([O-])[O-].[K+].[K+].[OH-].[Na+]. Given the product [F:22][C:23]1[CH:24]=[C:25]([C:2]2[CH:3]=[C:4]([OH:21])[C:5]([C:12]([NH:14][CH2:15][C:16]([OH:18])=[O:17])=[O:13])=[C:6]3[C:11]=2[N:10]=[CH:9][CH:8]=[N:7]3)[CH:26]=[CH:27][C:28]=1[F:29], predict the reactants needed to synthesize it. (2) Given the product [NH2:1][C:2]1[C:11]2[C:6](=[C:7]([C:22]3[CH:23]=[N:24][C:25]([O:26][CH3:27])=[C:20]([F:19])[CH:21]=3)[CH:8]=[CH:9][CH:10]=2)[N:5]=[N:4][C:3]=1[C:13]([NH:15][CH2:16][CH2:17][CH3:18])=[O:14], predict the reactants needed to synthesize it. The reactants are: [NH2:1][C:2]1[C:11]2[C:6](=[C:7](Br)[CH:8]=[CH:9][CH:10]=2)[N:5]=[N:4][C:3]=1[C:13]([NH:15][CH2:16][CH2:17][CH3:18])=[O:14].[F:19][C:20]1[CH:21]=[C:22](B(O)O)[CH:23]=[N:24][C:25]=1[O:26][CH3:27].